This data is from Catalyst prediction with 721,799 reactions and 888 catalyst types from USPTO. The task is: Predict which catalyst facilitates the given reaction. (1) Reactant: [Cl:1][C:2]1[CH:3]=[CH:4][C:5]([N:16]2[CH:20]=[C:19]([CH:21]3[CH2:23][CH2:22]3)[N:18]=[N:17]2)=[C:6]([C:8]2[CH:13]=[C:12]([O:14]C)[N:11]=[CH:10][N:9]=2)[CH:7]=1.[BrH:24]. Product: [BrH:24].[Cl:1][C:2]1[CH:3]=[CH:4][C:5]([N:16]2[CH:20]=[C:19]([CH:21]3[CH2:23][CH2:22]3)[N:18]=[N:17]2)=[C:6]([C:8]2[N:9]=[CH:10][N:11]=[C:12]([OH:14])[CH:13]=2)[CH:7]=1. The catalyst class is: 52. (2) Reactant: [Cl:1][C:2]1[C:3]([NH:14][C:15]2[CH:20]=[CH:19][C:18]([Cl:21])=[CH:17][CH:16]=2)=[N:4][CH:5]=[C:6]([C:8]2[NH:9][CH:10]=[C:11]([CH3:13])[N:12]=2)[CH:7]=1.IC.[C:24]([O-])([O-])=O.[K+].[K+]. Product: [Cl:1][C:2]1[C:3]([NH:14][C:15]2[CH:20]=[CH:19][C:18]([Cl:21])=[CH:17][CH:16]=2)=[N:4][CH:5]=[C:6]([C:8]2[N:9]([CH3:24])[CH:10]=[C:11]([CH3:13])[N:12]=2)[CH:7]=1. The catalyst class is: 3. (3) Reactant: [F:1][C:2]1[CH:7]=[CH:6][C:5]([CH2:8][CH:9]([C:13](OC)=[O:14])[C:10]([OH:12])=[O:11])=[CH:4][CH:3]=1.[Li+].[BH4-].C1COCC1. Product: [F:1][C:2]1[CH:3]=[CH:4][C:5]([CH2:8][CH:9]([CH2:13][OH:14])[C:10]([OH:12])=[O:11])=[CH:6][CH:7]=1. The catalyst class is: 41. (4) Reactant: [F:1][C:2]1[CH:7]=[C:6]([F:8])[CH:5]=[CH:4][C:3]=1[CH:9]([N:14]1[C:22](=[O:23])[C:21]2[C:16](=[CH:17][CH:18]=[CH:19][CH:20]=2)[C:15]1=[O:24])[CH2:10]C(O)=O.C([N:27]([CH2:30]C)CC)C.C1(C)C=CC=CC=1.C1(P(N=[N+]=[N-])(C2C=CC=CC=2)=[O:46])C=CC=CC=1.[C:56]([OH:60])([CH3:59])([CH3:58])[CH3:57]. Product: [F:1][C:2]1[CH:7]=[C:6]([F:8])[CH:5]=[CH:4][C:3]=1[CH:9]([N:14]1[C:22](=[O:23])[C:21]2[C:16](=[CH:17][CH:18]=[CH:19][CH:20]=2)[C:15]1=[O:24])[CH2:10][NH:27][C:30](=[O:46])[O:60][C:56]([CH3:59])([CH3:58])[CH3:57]. The catalyst class is: 6. (5) Reactant: [CH:1]([C@@H:14]1[O:19][CH2:18][C@@H:17](OS(C)(=O)=O)[CH2:16][CH2:15]1)([C:8]1[CH:13]=[CH:12][CH:11]=[CH:10][CH:9]=1)[C:2]1[CH:7]=[CH:6][CH:5]=[CH:4][CH:3]=1.[N-:25]=[N+:26]=[N-:27].[Na+]. Product: [N:25]([C@H:17]1[CH2:16][CH2:15][C@@H:14]([CH:1]([C:8]2[CH:13]=[CH:12][CH:11]=[CH:10][CH:9]=2)[C:2]2[CH:7]=[CH:6][CH:5]=[CH:4][CH:3]=2)[O:19][CH2:18]1)=[N+:26]=[N-:27]. The catalyst class is: 3.